This data is from Reaction yield outcomes from USPTO patents with 853,638 reactions. The task is: Predict the reaction yield, written as a fraction of the theoretical maximum amount of product (1.0 means a 100% yield; for example, 0.34 means a 34% yield). (1) The product is [C:13]([O:17][C:18]([N:20]1[CH2:25][CH2:24][CH:23]([NH:26][C:4]2[CH:5]=[C:6]([NH:8][C:9](=[O:11])[CH3:10])[N:7]=[C:2]([Cl:1])[N:3]=2)[CH2:22][CH2:21]1)=[O:19])([CH3:16])([CH3:14])[CH3:15]. The reactants are [Cl:1][C:2]1[N:7]=[C:6]([NH:8][C:9](=[O:11])[CH3:10])[CH:5]=[C:4](Cl)[N:3]=1.[C:13]([O:17][C:18]([N:20]1[CH2:25][CH2:24][CH:23]([NH2:26])[CH2:22][CH2:21]1)=[O:19])([CH3:16])([CH3:15])[CH3:14]. The yield is 0.0800. The catalyst is CN(C=O)C. (2) The reactants are [C:1]1([CH:7]([C:11]2[CH:16]=[CH:15][CH:14]=[CH:13][CH:12]=2)[CH2:8][NH:9][CH3:10])[CH:6]=[CH:5][CH:4]=[CH:3][CH:2]=1.C([C:20]1[CH:30]=[CH:29][CH:28]=[CH:27][C:21]=1[CH:22]([OH:26])[C:23](Cl)=[O:24])(=O)C.C(N(CC)CC)C.[OH-].[Li+]. The catalyst is C(Cl)(Cl)Cl.O1CCCC1.CO. The product is [C:11]1([CH:7]([C:1]2[CH:2]=[CH:3][CH:4]=[CH:5][CH:6]=2)[CH2:8][N:9]([CH3:10])[C:23](=[O:24])[CH:22]([OH:26])[C:21]2[CH:20]=[CH:30][CH:29]=[CH:28][CH:27]=2)[CH:12]=[CH:13][CH:14]=[CH:15][CH:16]=1. The yield is 0.930. (3) The reactants are [CH3:1][O:2][C:3]1[CH:8]=[CH:7][C:6]([CH:9]2[CH:14]3[CH:10]2[C:11](=[O:16])O[C:13]3=[O:15])=[CH:5][CH:4]=1.[CH3:17][O:18][C:19]1[CH:24]=[CH:23][C:22]([CH2:25][NH2:26])=[CH:21][CH:20]=1. The catalyst is C(Cl)Cl. The product is [CH3:17][O:18][C:19]1[CH:24]=[CH:23][C:22]([CH2:25][N:26]2[C:11](=[O:16])[CH:10]3[CH:14]([CH:9]3[C:6]3[CH:5]=[CH:4][C:3]([O:2][CH3:1])=[CH:8][CH:7]=3)[C:13]2=[O:15])=[CH:21][CH:20]=1. The yield is 0.630. (4) The reactants are [CH:1]1[C:10]2CCCC[C:5]=2[CH:4]=[CH:3][C:2]=1[C:11](=[O:13])[CH3:12].[C:14]([OH:17])(=O)C.[Br:18]Br. No catalyst specified. The product is [Br:18][CH2:12][C:11]([C:2]1[CH:3]=[CH:4][CH:5]=[C:10]([O:17][CH3:14])[CH:1]=1)=[O:13]. The yield is 0.260. (5) The reactants are [NH:1]1[CH2:5][CH2:4][CH2:3][CH2:2]1.C1(C)C=CC=CC=1.[CH2:13]([O:20][C:21]1[C:22]([CH3:30])=[N:23][C:24](Br)=[C:25]([CH3:28])[C:26]=1[CH3:27])[C:14]1[CH:19]=[CH:18][CH:17]=[CH:16][CH:15]=1.CC([O-])(C)C.[Na+]. The catalyst is CCOC(C)=O.O.C1C=CC(/C=C/C(/C=C/C2C=CC=CC=2)=O)=CC=1.C1C=CC(/C=C/C(/C=C/C2C=CC=CC=2)=O)=CC=1.C1C=CC(/C=C/C(/C=C/C2C=CC=CC=2)=O)=CC=1.[Pd].[Pd].C1C=CC(P(C2C(C3C(P(C4C=CC=CC=4)C4C=CC=CC=4)=CC=C4C=3C=CC=C4)=C3C(C=CC=C3)=CC=2)C2C=CC=CC=2)=CC=1. The product is [CH2:13]([O:20][C:21]1[C:22]([CH3:30])=[N:23][C:24]([N:1]2[CH2:5][CH2:4][CH2:3][CH2:2]2)=[C:25]([CH3:28])[C:26]=1[CH3:27])[C:14]1[CH:15]=[CH:16][CH:17]=[CH:18][CH:19]=1. The yield is 0.710. (6) The reactants are [C:1]([C:3]1[CH:4]=[N:5][C:6]([NH2:9])=[N:7][CH:8]=1)#[CH:2].Br[C:11]1[S:15][C:14]([NH:16][C:17]([NH:19][C:20]2[CH:25]=[CH:24][CH:23]=[CH:22][CH:21]=2)=[O:18])=[N:13][CH:12]=1.CN(C)C(N(C)C)=N. The catalyst is CN(C=O)C.[Cu]I. The product is [NH2:9][C:6]1[N:7]=[CH:8][C:3]([C:1]#[C:2][C:11]2[S:15][C:14]([NH:16][C:17]([NH:19][C:20]3[CH:21]=[CH:22][CH:23]=[CH:24][CH:25]=3)=[O:18])=[N:13][CH:12]=2)=[CH:4][N:5]=1. The yield is 0.190. (7) The reactants are [CH2:1]([O:8][C:9]1[CH:14]=[CH:13][C:12]([C:15](=[O:17])[CH3:16])=[CH:11][CH:10]=1)[CH2:2][CH2:3][CH2:4][CH2:5][CH2:6][CH3:7].[Br-:18].[Br-].[Br-].C1([N+](C)(C)C)C=CC=CC=1.C1([N+](C)(C)C)C=CC=CC=1.C1([N+](C)(C)C)C=CC=CC=1. The catalyst is C1COCC1. The product is [Br:18][CH2:16][C:15]([C:12]1[CH:13]=[CH:14][C:9]([O:8][CH2:1][CH2:2][CH2:3][CH2:4][CH2:5][CH2:6][CH3:7])=[CH:10][CH:11]=1)=[O:17]. The yield is 1.00. (8) The reactants are [NH2:1][C:2]1[CH:7]=[CH:6][C:5]([OH:8])=[CH:4][C:3]=1[F:9].CC(C)([O-])C.[Na+].Cl[C:17]1[CH:22]=[CH:21][N:20]=[C:19]([C:23]#[N:24])[CH:18]=1.C([O-])([O-])=O.[K+].[K+]. The catalyst is CN(C=O)C. The product is [NH2:1][C:2]1[CH:7]=[CH:6][C:5]([O:8][C:17]2[CH:22]=[CH:21][N:20]=[C:19]([C:23]#[N:24])[CH:18]=2)=[CH:4][C:3]=1[F:9]. The yield is 0.310.